From a dataset of Full USPTO retrosynthesis dataset with 1.9M reactions from patents (1976-2016). Predict the reactants needed to synthesize the given product. Given the product [C:14]1([CH3:18])[CH:15]=[CH:16][CH:17]=[C:12]([C:9](=[O:8])[C@H:10]([OH:40])[CH3:11])[CH:13]=1, predict the reactants needed to synthesize it. The reactants are: C([Si]([O:8]/[C:9](/[C:12]1[CH:13]=[C:14]([CH3:18])[CH:15]=[CH:16][CH:17]=1)=[CH:10]\[CH3:11])(C)C)(C)(C)C.CC[C@@H]1[C@@H]2C[C@H]([C@@H](OC3C4C(=CC=CC=4)C(O[C@@H](C4C=CN=C5C=4C=C(OC)C=C5)[C@@H]4N5C[C@H](CC)[C@@H](CC5)C4)=NN=3)C3C=CN=C4C=3C=C([O:40]C)C=C4)N(CC2)C1.CS(N)(=O)=O.C(Cl)(Cl)Cl.